Predict the reaction yield, written as a fraction of the theoretical maximum amount of product (1.0 means a 100% yield; for example, 0.34 means a 34% yield). From a dataset of Reaction yield outcomes from USPTO patents with 853,638 reactions. (1) The reactants are [CH2:1]([CH:8]1[CH2:13][CH2:12][N:11]([C:14](=[O:18])[C:15](O)=[O:16])[CH2:10][CH2:9]1)[C:2]1[CH:7]=[CH:6][CH:5]=[CH:4][CH:3]=1.[Cl-:19]. No catalyst specified. The product is [CH2:1]([CH:8]1[CH2:13][CH2:12][N:11]([C:14](=[O:18])[C:15]([Cl:19])=[O:16])[CH2:10][CH2:9]1)[C:2]1[CH:7]=[CH:6][CH:5]=[CH:4][CH:3]=1. The yield is 0.995. (2) The yield is 0.670. The product is [CH:21]1([C:2]2[C:3]3[N:4]([CH:18]=[CH:19][N:20]=3)[CH:5]=[C:6]([C:8]3[CH:13]=[CH:12][C:11]([C:14]([F:17])([F:16])[F:15])=[CH:10][CH:9]=3)[CH:7]=2)[CH2:23][CH2:22]1. The catalyst is C1(P(C2CCCCC2)C2CCCCC2)CCCCC1.O. The reactants are Br[C:2]1[C:3]2[N:4]([CH:18]=[CH:19][N:20]=2)[CH:5]=[C:6]([C:8]2[CH:13]=[CH:12][C:11]([C:14]([F:17])([F:16])[F:15])=[CH:10][CH:9]=2)[CH:7]=1.[CH:21]1(B(O)O)[CH2:23][CH2:22]1.P([O-])([O-])([O-])=O.[K+].[K+].[K+].C1(C)C=CC=CC=1. (3) The reactants are [CH2:1]([NH:7][S:8]([C:11]1[CH:16]=[CH:15][C:14]([O:17][CH3:18])=[C:13]([O:19][CH3:20])[CH:12]=1)(=[O:10])=[O:9])[CH2:2][CH2:3][CH2:4][CH2:5][CH3:6].[H-].[Na+].[CH3:23][O:24][C:25]1[CH:26]=[C:27]([S:33](Cl)(=[O:35])=[O:34])[CH:28]=[CH:29][C:30]=1[O:31][CH3:32].O. The catalyst is CN(C=O)C. The product is [CH3:20][O:19][C:13]1[CH:12]=[C:11]([S:8]([N:7]([CH2:1][CH2:2][CH2:3][CH2:4][CH2:5][CH3:6])[S:33]([C:27]2[CH:28]=[CH:29][C:30]([O:31][CH3:32])=[C:25]([O:24][CH3:23])[CH:26]=2)(=[O:35])=[O:34])(=[O:10])=[O:9])[CH:16]=[CH:15][C:14]=1[O:17][CH3:18]. The yield is 0.250. (4) The yield is 0.860. The product is [Cl:15][C:16]1[C:17]([CH3:38])=[C:18]([CH:27]2[CH2:30][N:29]([C:31]([O:33][C:34]([CH3:37])([CH3:36])[CH3:35])=[O:32])[CH2:28]2)[C:19]([O:25][CH3:26])=[C:20]([CH:22]([Cl:3])[CH3:23])[CH:21]=1. The catalyst is C(Cl)Cl. The reactants are N1C(Cl)=NC(Cl)=NC=1[Cl:3].CN(C)C=O.[Cl:15][C:16]1[C:17]([CH3:38])=[C:18]([CH:27]2[CH2:30][N:29]([C:31]([O:33][C:34]([CH3:37])([CH3:36])[CH3:35])=[O:32])[CH2:28]2)[C:19]([O:25][CH3:26])=[C:20]([CH:22](O)[CH3:23])[CH:21]=1.O. (5) The reactants are [C:1](Cl)(=O)C(Cl)=O.[CH2:7]([C@:14]1([CH2:20][C:21]([OH:23])=[O:22])[CH2:18][CH2:17][C@@H:16]([CH3:19])[CH2:15]1)[C:8]1[CH:13]=[CH:12][CH:11]=[CH:10][CH:9]=1.CN(C)C=O.C(N([CH:35]([CH3:37])[CH3:36])CC)(C)C. The catalyst is ClCCl.C(OCC)(=O)C. The product is [C:35]([O:22][C:21](=[O:23])[CH2:20][C@@:14]1([CH2:7][C:8]2[CH:13]=[CH:12][CH:11]=[CH:10][CH:9]=2)[CH2:18][CH2:17][C@@H:16]([CH3:19])[CH2:15]1)([CH3:37])([CH3:1])[CH3:36]. The yield is 0.880. (6) The catalyst is CO. The reactants are O[CH2:2][CH:3]([C:11]1[C:16]([CH3:17])=[CH:15][C:14]([CH3:18])=[C:13]([CH3:19])[C:12]=1[OH:20])[C:4]1[CH:9]=[CH:8][C:7]([Br:10])=[CH:6][CH:5]=1. The product is [Br:10][C:7]1[CH:6]=[CH:5][C:4]([CH:3]2[C:11]3[C:16]([CH3:17])=[CH:15][C:14]([CH3:18])=[C:13]([CH3:19])[C:12]=3[O:20][CH2:2]2)=[CH:9][CH:8]=1. The yield is 0.950. (7) The reactants are [OH:1][C:2]1[CH:11]=[CH:10][C:5]([C:6]([O:8][CH3:9])=[O:7])=[CH:4][CH:3]=1.Cl[C:13]1[CH:18]=[C:17]([NH2:19])[N:16]=[C:15]([NH2:20])[N:14]=1.CO. The catalyst is O1CCOCC1.C([O-])([O-])=O.[Cs+].[Cs+]. The product is [NH2:20][C:15]1[N:14]=[C:13]([O:1][C:2]2[CH:3]=[CH:4][C:5]([C:6]([O:8][CH3:9])=[O:7])=[CH:10][CH:11]=2)[CH:18]=[C:17]([NH2:19])[N:16]=1. The yield is 0.312. (8) The reactants are [CH:1]1([C:4]2[CH:9]=[CH:8][N:7]=[CH:6][C:5]=2[N:10]2[CH2:14][CH2:13][NH:12][C:11]2=[O:15])[CH2:3][CH2:2]1.Cl[C:17]1[CH:22]=[C:21](I)[CH:20]=[C:19]([C:24]([F:27])([F:26])[F:25])[N:18]=1.[C@@H:28]1(N)[CH2:33][CH2:32]CC[C@H]1N.P([O-])([O-])([O-])=O.[K+].[K+].[K+]. The catalyst is [Cu](I)I.O1CCOCC1. The product is [CH:32]1([C:17]2[CH:22]=[C:21]([N:12]3[CH2:13][CH2:14][N:10]([C:5]4[CH:6]=[N:7][CH:8]=[CH:9][C:4]=4[CH:1]4[CH2:3][CH2:2]4)[C:11]3=[O:15])[CH:20]=[C:19]([C:24]([F:27])([F:26])[F:25])[N:18]=2)[CH2:33][CH2:28]1. The yield is 0.511. (9) The reactants are [N:1]1([C:10]2[CH:22]=[CH:21][C:13]([O:14][CH2:15][C:16](OCC)=[O:17])=[CH:12][CH:11]=2)[C:5]2[CH:6]=[CH:7][CH:8]=[CH:9][C:4]=2[N:3]=[CH:2]1.[H-].[Al+3].[Li+].[H-].[H-].[H-].[OH-].[Na+].S([O-])([O-])(=O)=O.[Na+].[Na+]. The catalyst is O.O1CCCC1. The product is [N:1]1([C:10]2[CH:22]=[CH:21][C:13]([O:14][CH2:15][CH2:16][OH:17])=[CH:12][CH:11]=2)[C:5]2[CH:6]=[CH:7][CH:8]=[CH:9][C:4]=2[N:3]=[CH:2]1. The yield is 0.830. (10) The reactants are [N:1]([O-])=O.[Na+].[CH:5]1[C:14]2[C:9](=[CH:10][CH:11]=[CH:12][CH:13]=2)[CH:8]=[CH:7][C:6]=1[NH2:15].[Cl:16][Sn]Cl. The catalyst is O.Cl. The product is [ClH:16].[CH:5]1[C:14]2[C:9](=[CH:10][CH:11]=[CH:12][CH:13]=2)[CH:8]=[CH:7][C:6]=1[NH:15][NH2:1]. The yield is 0.630.